Dataset: Aqueous solubility values for 9,982 compounds from the AqSolDB database. Task: Regression/Classification. Given a drug SMILES string, predict its absorption, distribution, metabolism, or excretion properties. Task type varies by dataset: regression for continuous measurements (e.g., permeability, clearance, half-life) or binary classification for categorical outcomes (e.g., BBB penetration, CYP inhibition). For this dataset (solubility_aqsoldb), we predict Y. (1) The Y is -1.87 log mol/L. The molecule is COc1ccc2c(c1O)C13CCN(C)C(C2)C1C=CC(=O)C3. (2) The compound is O=C(O)CC(Br)C(=O)O. The Y is -0.215 log mol/L. (3) The Y is -0.800 log mol/L. The molecule is CCCCC(C)=O. (4) The molecule is CCC(O)CC. The Y is -0.233 log mol/L. (5) The Y is -1.20 log mol/L. The drug is O=S(=O)([O-])c1cccc(N=Nc2ccc(Nc3ccccc3)cc2)c1.[Na+].